From a dataset of Catalyst prediction with 721,799 reactions and 888 catalyst types from USPTO. Predict which catalyst facilitates the given reaction. Reactant: [NH2:1][C:2]1[O:3][C:4]2[C:5](=[C:7]([C:19]#[N:20])[C:8]([CH3:18])=[C:9]([C:12]3[CH:17]=[CH:16][CH:15]=[CH:14][CH:13]=3)[C:10]=2F)[N:6]=1.[CH3:21][N:22]([CH3:28])[C@H:23]1[CH2:27][CH2:26][NH:25][CH2:24]1.C(N(CC)CC)C.C(OCC)(=O)C. Product: [NH2:1][C:2]1[O:3][C:4]2[C:5](=[C:7]([C:19]#[N:20])[C:8]([CH3:18])=[C:9]([C:12]3[CH:17]=[CH:16][CH:15]=[CH:14][CH:13]=3)[C:10]=2[N:25]2[CH2:26][CH2:27][C@H:23]([N:22]([CH3:28])[CH3:21])[CH2:24]2)[N:6]=1. The catalyst class is: 550.